This data is from Forward reaction prediction with 1.9M reactions from USPTO patents (1976-2016). The task is: Predict the product of the given reaction. (1) Given the reactants [N+:1]([C:4]1[CH:9]=[CH:8][C:7]([N:10]2[CH2:19][CH2:18][C:13]3([O:17][CH2:16][CH2:15][O:14]3)[CH2:12][CH2:11]2)=[CH:6][CH:5]=1)([O-])=O.[H][H], predict the reaction product. The product is: [O:14]1[C:13]2([CH2:18][CH2:19][N:10]([C:7]3[CH:8]=[CH:9][C:4]([NH2:1])=[CH:5][CH:6]=3)[CH2:11][CH2:12]2)[O:17][CH2:16][CH2:15]1. (2) The product is: [CH3:8][O:9][CH2:10][CH2:11][N:12]1[CH:6]([C:2]2[S:1][CH:5]=[CH:4][CH:3]=2)[CH:14]([C:13]([NH:36][C:35]2[CH:34]=[CH:33][C:32]([CH2:31][N:25]3[CH2:30][CH2:29][CH2:28][CH2:27][CH2:26]3)=[CH:38][CH:37]=2)=[O:24])[C:15]2[C:16](=[CH:20][CH:21]=[CH:22][CH:23]=2)[C:17]1=[O:19]. Given the reactants [S:1]1[CH:5]=[CH:4][CH:3]=[C:2]1[CH:6]=O.[CH3:8][O:9][CH2:10][CH2:11][NH2:12].[C:13]1(=[O:24])[O:19][C:17](=O)[C:16]2=[CH:20][CH:21]=[CH:22][CH:23]=[C:15]2[CH2:14]1.[N:25]1([CH2:31][C:32]2[CH:38]=[CH:37][C:35]([NH2:36])=[CH:34][CH:33]=2)[CH2:30][CH2:29][CH2:28][CH2:27][CH2:26]1, predict the reaction product. (3) Given the reactants Cl.[CH2:2]([C:6]1[NH:10][C:9](=[O:11])[C:8]2([CH2:15][CH2:14][CH2:13][CH2:12]2)[N:7]=1)[CH2:3][CH2:4][CH3:5].CN(C)C=O.[OH-].[Na+].Br[CH2:24][C:25]1[CH:30]=[CH:29][C:28]([C:31]2[CH:36]=[CH:35][CH:34]=[CH:33][C:32]=2[C:37]#[N:38])=[CH:27][CH:26]=1, predict the reaction product. The product is: [CH2:2]([C:6]1[N:10]([CH2:24][C:25]2[CH:26]=[CH:27][C:28]([C:31]3[CH:36]=[CH:35][CH:34]=[CH:33][C:32]=3[C:37]#[N:38])=[CH:29][CH:30]=2)[C:9](=[O:11])[C:8]2([CH2:15][CH2:14][CH2:13][CH2:12]2)[N:7]=1)[CH2:3][CH2:4][CH3:5].